Dataset: Human liver microsome stability data. Task: Regression/Classification. Given a drug SMILES string, predict its absorption, distribution, metabolism, or excretion properties. Task type varies by dataset: regression for continuous measurements (e.g., permeability, clearance, half-life) or binary classification for categorical outcomes (e.g., BBB penetration, CYP inhibition). Dataset: hlm. (1) The drug is CC(C)c1nc(COC(N)=O)n(Cc2ccncc2)c1Sc1cc(Cl)cc(Cl)c1. The result is 1 (stable in human liver microsomes). (2) The result is 0 (unstable in human liver microsomes). The molecule is CCP(=O)(OC)c1ccc2nc(/C=C/c3ccccc3)oc2c1. (3) The compound is CC(=O)O[C@H]1C[C@H]2[C@@H]([C@H](OC(C)=O)C[C@@H]3C[C@H](N(C)C)CC[C@@]32C)[C@@H]2CC[C@H]([C@H](C)CCCNCCNc3ccnc4cc(Cl)ccc34)[C@@]12C. The result is 0 (unstable in human liver microsomes). (4) The compound is Cn1c(-c2ccccn2)c(C2CCCCC2)c2ccc(C(=O)NC(C)(C)C(=O)Nc3ccc(-c4nc(C(=O)O)cs4)cc3)cc21. The result is 0 (unstable in human liver microsomes). (5) The molecule is CNCCCOc1cc(F)c(-c2c(Cl)nc3ncnn3c2N[C@@H](C)C(F)(F)F)c(F)c1. The result is 1 (stable in human liver microsomes). (6) The molecule is O=C(c1ccccc1)N1CCC(n2cnc3cnc4[nH]ccc4c32)CC1. The result is 0 (unstable in human liver microsomes).